Dataset: Peptide-MHC class I binding affinity with 185,985 pairs from IEDB/IMGT. Task: Regression. Given a peptide amino acid sequence and an MHC pseudo amino acid sequence, predict their binding affinity value. This is MHC class I binding data. (1) The peptide sequence is IYTVIYYIF. The MHC is HLA-B15:17 with pseudo-sequence HLA-B15:17. The binding affinity (normalized) is 0.437. (2) The peptide sequence is GYAWIDFDI. The binding affinity (normalized) is 0.0847. The MHC is HLA-A02:06 with pseudo-sequence HLA-A02:06. (3) The peptide sequence is STATLCLGHH. The binding affinity (normalized) is 0.208. The MHC is HLA-A11:01 with pseudo-sequence HLA-A11:01.